Dataset: Full USPTO retrosynthesis dataset with 1.9M reactions from patents (1976-2016). Task: Predict the reactants needed to synthesize the given product. (1) Given the product [NH2:1][C:2]1[N:7]=[CH:6][N:5]=[C:4]2[N:8]([CH:26]([C:28]3[O:29][C:30](=[O:43])[C:31]4[C:36]([C:37]=3[C:38]3[S:42][CH:41]=[N:40][CH:39]=3)=[CH:35][CH:34]=[CH:33][CH:32]=4)[CH3:27])[N:9]=[C:10]([C:11]3[CH:12]=[C:13]([OH:18])[CH:14]=[C:15]([F:17])[CH:16]=3)[C:3]=12, predict the reactants needed to synthesize it. The reactants are: [NH2:1][C:2]1[N:7]=[CH:6][N:5]=[C:4]2[N:8]([CH:26]([C:28]3[O:29][C:30](=[O:43])[C:31]4[C:36]([C:37]=3[C:38]3[S:42][CH:41]=[N:40][CH:39]=3)=[CH:35][CH:34]=[CH:33][CH:32]=4)[CH3:27])[N:9]=[C:10]([C:11]3[CH:16]=[C:15]([F:17])[CH:14]=[C:13]([O:18][Si](C(C)(C)C)(C)C)[CH:12]=3)[C:3]=12. (2) Given the product [Br:14][C:15]1[CH:20]=[CH:19][N:18]=[C:17]([CH2:21][O:13][C@@H:9]2[CH2:8][O:7][C:6]3=[N:5][C:4]([N+:1]([O-:3])=[O:2])=[CH:12][N:11]3[CH2:10]2)[CH:16]=1, predict the reactants needed to synthesize it. The reactants are: [N+:1]([C:4]1[N:5]=[C:6]2[N:11]([CH:12]=1)[CH2:10][C@H:9]([OH:13])[CH2:8][O:7]2)([O-:3])=[O:2].[Br:14][C:15]1[CH:20]=[CH:19][N:18]=[C:17]([CH2:21]Cl)[CH:16]=1.[H-].[Na+]. (3) Given the product [Br:1][C:2]1[CH:3]=[C:4]2[C:8](=[CH:9][CH:10]=1)[C:7](=[O:11])[N:6]([C@@H:12]([CH2:17][C:19]1[CH:29]=[CH:30][CH:21]=[CH:22][CH:23]=1)[C:13]([O:15][CH3:16])=[O:14])[CH2:5]2, predict the reactants needed to synthesize it. The reactants are: [Br:1][C:2]1[CH:3]=[C:4]2[C:8](=[CH:9][CH:10]=1)[C:7](=[O:11])[N:6]([C@H:12]([CH:17]([CH3:19])C)[C:13]([O:15][CH3:16])=[O:14])[CH2:5]2.Br[C:21]1[CH:30]=[CH:29]C(C(OC)=O)=[C:23](CBr)[CH:22]=1.Cl.COC(=O)C(C1C=CC=CC=1)N. (4) The reactants are: C(OC([NH:8][C:9]1[C:14]2[C:15]([NH:28][C:29]([C@H:31]3[CH2:36][CH2:35][C@H:34]([N:37]4[CH2:41][CH2:40][CH2:39][C:38]4=[O:42])[CH2:33][CH2:32]3)=[O:30])=[C:16]([C:18]([NH:20][C:21]3[CH:26]=[CH:25][C:24]([Cl:27])=[CH:23][N:22]=3)=[O:19])[O:17][C:13]=2[CH:12]=[CH:11][CH:10]=1)=O)(C)(C)C. Given the product [NH2:8][C:9]1[C:14]2[C:15]([NH:28][C:29]([C@H:31]3[CH2:32][CH2:33][C@H:34]([N:37]4[CH2:41][CH2:40][CH2:39][C:38]4=[O:42])[CH2:35][CH2:36]3)=[O:30])=[C:16]([C:18]([NH:20][C:21]3[CH:26]=[CH:25][C:24]([Cl:27])=[CH:23][N:22]=3)=[O:19])[O:17][C:13]=2[CH:12]=[CH:11][CH:10]=1, predict the reactants needed to synthesize it. (5) Given the product [C:38]([O:25][CH2:24][CH2:23][C:20]1[CH:21]=[CH:22][C:17]([O:16][C:15]2[CH:26]=[CH:27][CH:28]=[C:13]([O:12][C:11]3[CH:29]=[CH:30][C:8]([O:1][C:2]4[CH:7]=[CH:6][CH:5]=[CH:4][CH:3]=4)=[CH:9][CH:10]=3)[CH:14]=2)=[CH:18][CH:19]=1)(=[O:41])[CH:39]=[CH2:40], predict the reactants needed to synthesize it. The reactants are: [O:1]([C:8]1[CH:30]=[CH:29][C:11]([O:12][C:13]2[CH:14]=[C:15]([CH:26]=[CH:27][CH:28]=2)[O:16][C:17]2[CH:22]=[CH:21][C:20]([CH2:23][CH2:24][OH:25])=[CH:19][CH:18]=2)=[CH:10][CH:9]=1)[C:2]1[CH:7]=[CH:6][CH:5]=[CH:4][CH:3]=1.C(N(CC)CC)C.[C:38](Cl)(=[O:41])[CH:39]=[CH2:40]. (6) Given the product [CH3:1][O:2][C:3]1[CH:11]=[C:10]2[C:6]([C:7]([CH2:18][C:19]3[N:24]=[C:23]([C:25]([NH2:29])=[O:27])[CH:22]=[CH:21][CH:20]=3)=[C:8]([C:12]3[CH:17]=[CH:16][CH:15]=[CH:14][CH:13]=3)[NH:9]2)=[CH:5][CH:4]=1, predict the reactants needed to synthesize it. The reactants are: [CH3:1][O:2][C:3]1[CH:11]=[C:10]2[C:6]([C:7]([CH2:18][C:19]3[N:24]=[C:23]([C:25]([O:27]C)=O)[CH:22]=[CH:21][CH:20]=3)=[C:8]([C:12]3[CH:17]=[CH:16][CH:15]=[CH:14][CH:13]=3)[NH:9]2)=[CH:5][CH:4]=1.[NH3:29].O1CCCC1. (7) Given the product [Cl:22][C:23]1[CH:24]=[CH:25][C:26]([C:29]([C:5]2[CH:6]=[CH:7][CH:8]=[C:3]([O:2][CH3:1])[C:4]=2[NH:9][C:10](=[O:16])[O:11][C:12]([CH3:13])([CH3:15])[CH3:14])=[O:30])=[N:27][CH:28]=1, predict the reactants needed to synthesize it. The reactants are: [CH3:1][O:2][C:3]1[CH:8]=[CH:7][CH:6]=[CH:5][C:4]=1[NH:9][C:10](=[O:16])[O:11][C:12]([CH3:15])([CH3:14])[CH3:13].[Li]C(C)(C)C.[Cl:22][C:23]1[CH:24]=[CH:25][C:26]([C:29](OCC)=[O:30])=[N:27][CH:28]=1.O.